Dataset: Catalyst prediction with 721,799 reactions and 888 catalyst types from USPTO. Task: Predict which catalyst facilitates the given reaction. Reactant: CC[N+](S(/N=C(/OC)\[O-])(=O)=O)(CC)CC.O1CCCC1.[Cl:21][C:22]1[C:30]2[C:25](=[CH:26][CH:27]=[CH:28][CH:29]=2)[NH:24][C:23]=1[C:31](=[O:37])[NH:32][CH2:33][C:34](=O)[CH3:35]. Product: [Cl:21][C:22]1[C:30]2[C:25](=[CH:26][CH:27]=[CH:28][CH:29]=2)[NH:24][C:23]=1[C:31]1[O:37][C:34]([CH3:35])=[CH:33][N:32]=1. The catalyst class is: 5.